Dataset: Peptide-MHC class II binding affinity with 134,281 pairs from IEDB. Task: Regression. Given a peptide amino acid sequence and an MHC pseudo amino acid sequence, predict their binding affinity value. This is MHC class II binding data. The peptide sequence is AFSIRPGLLIGFGLR. The MHC is DRB1_1101 with pseudo-sequence DRB1_1101. The binding affinity (normalized) is 0.609.